The task is: Predict which catalyst facilitates the given reaction.. This data is from Catalyst prediction with 721,799 reactions and 888 catalyst types from USPTO. Reactant: [Br:1][C:2]1[C:3]([F:12])=[C:4]2[C:10]([NH2:11])=[CH:9][NH:8][C:5]2=[N:6][CH:7]=1.[C:13]([O:17][C:18]([N:20]1[CH2:25][CH2:24][O:23][CH:22]([C:26](O)=[O:27])[CH2:21]1)=[O:19])([CH3:16])([CH3:15])[CH3:14].C1N(P(Cl)(N2C(=O)OCC2)=O)C(=O)OC1.C(N(CC)CC)C.[Li+].[OH-]. Product: [Br:1][C:2]1[C:3]([F:12])=[C:4]2[C:10]([NH:11][C:26]([CH:22]3[O:23][CH2:24][CH2:25][N:20]([C:18]([O:17][C:13]([CH3:16])([CH3:15])[CH3:14])=[O:19])[CH2:21]3)=[O:27])=[CH:9][NH:8][C:5]2=[N:6][CH:7]=1. The catalyst class is: 34.